This data is from Merck oncology drug combination screen with 23,052 pairs across 39 cell lines. The task is: Regression. Given two drug SMILES strings and cell line genomic features, predict the synergy score measuring deviation from expected non-interaction effect. Drug 1: O=S1(=O)NC2(CN1CC(F)(F)F)C1CCC2Cc2cc(C=CCN3CCC(C(F)(F)F)CC3)ccc2C1. Drug 2: CCC1(O)CC2CN(CCc3c([nH]c4ccccc34)C(C(=O)OC)(c3cc4c(cc3OC)N(C)C3C(O)(C(=O)OC)C(OC(C)=O)C5(CC)C=CCN6CCC43C65)C2)C1. Cell line: HT29. Synergy scores: synergy=-24.0.